This data is from Experimentally validated miRNA-target interactions with 360,000+ pairs, plus equal number of negative samples. The task is: Binary Classification. Given a miRNA mature sequence and a target amino acid sequence, predict their likelihood of interaction. (1) The miRNA is mmu-miR-301b-3p with sequence CAGUGCAAUGGUAUUGUCAAAGC. The protein sequence of the target gene is MAEYGTLLQDLTNNITLEDLEQLKSACKEDIPSEKSEEITTGSAWFSFLESHNKLDKDNLSYIEHIFEISRRPDLLTMVVDYRTRVLKISEEEELDTKLTRIPSAKKYKDIIRQPSEEEIIKLAPPPKKA. Result: 1 (interaction). (2) The miRNA is hsa-miR-26b-5p with sequence UUCAAGUAAUUCAGGAUAGGU. The protein sequence of the target gene is MGARGAPSRRRQAGRRLRYLPTGSFPFLLLLLLLCIQLGGGQKKKENLLAEKVEQLMEWSSRRSIFRMNGDKFRKFIKAPPRNYSMIVMFTALQPQRQCSVCRQANEEYQILANSWRYSSAFCNKLFFSMVDYDEGTDVFQQLNMNSAPTFMHFPPKGRPKRADTFDLQRIGFAAEQLAKWIADRTDVHIRVFRPPNYSGTIALALLVSLVGGLLYLRRNNLEFIYNKTGWAMVSLCIVFAMTSGQMWNHIRGPPYAHKNPHNGQVSYIHGSSQAQFVAESHIILVLNAAITMGMVLLNE.... Result: 1 (interaction). (3) The miRNA is hsa-miR-4469 with sequence GCUCCCUCUAGGGUCGCUCGGA. The protein sequence of the target gene is MGLSPGAEGEYALRLPRIPPPLPKPASRTASTGPKDQPPALRRSAVPHSGLNSISPLELEESVGFAALVQLPAKQPPPGTLEQGRSIQQGEKAVVSLETTPSQKADWSSIPKPENEGKLIKQAAEGKPRPRPGDLIEIFRIGYEHWAIYVEDDCVVHLAPPSEEFEVGSITSIFSNRAVVKYSRLEDVLHGCSWKVNNKLDGTYLPLPVDKIIQRTKKMVNKIVQYSLIEGNCEHFVNGLRYGVPRSQQVEHALMEGAKAAGAVISAVVDSIKPKPITA. Result: 0 (no interaction). (4) The miRNA is hsa-miR-1200 with sequence CUCCUGAGCCAUUCUGAGCCUC. Result: 0 (no interaction). The protein sequence of the target gene is MKLATGLWVWGSLLMAAGTVQPSASQSVCAGTENKLSSLSDLEQQYRALRKYYENCEVVMGNLEITSIEHNRDLSFLRSIREVTGYVLVALNQFRYLPLENLRIIRGTKLYEDRYALAIFLNYRKDGNFGLQELGLKNLTEILNGGVYVDQNKFLCYADTIHWQDIVRNPWPSNMTLVSTNGSSGCGRCHKSCTGRCWGPTENHCQTLTRTVCAEQCDGRCYGPYVSDCCHRECAGGCSGPKDTDCFACMNFNDSGACVTQCPQTFVYNPTTFQLEHNFNAKYTYGAFCVKKCPHNFVVD.... (5) The miRNA is hsa-miR-499a-3p with sequence AACAUCACAGCAAGUCUGUGCU. The protein sequence of the target gene is MDKFRMLFQHFQSSSESVMNGICLLLAAVTVKLYSSFDFNCPCLVHYNALYGLGLLLTPPLALFLCGLLANRQSVVMVEEWRRPAGHRRKDPGIIRYMCSSVLQRALAAPLVWILLALLDGKCFVCAFSSSVDPEKFLDFANMTPSQVQLFLAKVPCKEDELVRDSPARKAVSRYLRCLSQAIGWSVTLLLIIAAFLARCLRPCFDQTVFLQRRYWSNYVDLEQKLFDETCCEHARDFAHRCVLHFFASMRSELQARGLRRGNAGRRLELPAVPEPPEGLDSGSGKAHLRAISSREQVDR.... Result: 0 (no interaction). (6) Result: 0 (no interaction). The protein sequence of the target gene is MFAKGKGSAVPSDGQAREKLALYVYEYLLHVGAQKSAQTFLSEIRWEKNITLGEPPGFLHSWWCVFWDLYCAAPERRDTCEHSSEAKAFHDYSAAAAPSPVLGNIPPNDGMPGGPIPPGFFQGPPGSQPSPHAQPPPHNPSSMMGPHSQPFMSPRYAGGPRPPIRMGNQPPGGVPGTQPLLPNSMDPTRQQGHPNMGGSMQRMNPPRGMGPMGPGPQNYGSGMRPPPNSLGPAMPGINMGPGAGRPWPNPNSANSIPYSSSSPGTYVGPPGGGGPPGTPIMPSPADSTNSSDNIYTMINP.... The miRNA is hsa-miR-1537-3p with sequence AAAACCGUCUAGUUACAGUUGU. (7) The miRNA is hsa-miR-196a-5p with sequence UAGGUAGUUUCAUGUUGUUGGG. The protein sequence of the target gene is MDRSLPVFSIQDSPFGDAPLGRSHYWPSQSQTWCPKTLSPSRSQRSRLPQAPKALATGPNSPELFEESWPSSSGTPSLPSTTEGQMWASPAPTLIDSGDSVVAKYINRFRQAQPTSREERQPAGPTPADFWWLQSDSPDPSSQSAAAGANKPEGRPHTAVPTAVNVTSASHAVAPLQEIKQNLHTWNSSLLDLETLSLQSRAARLLKRSKASISSSSSLSPSDASTSSFPTSSDGLSPFSETFIPDSSKGLGPRAPASPAPAQAQTPTPAPAPASSQAPLRPEDDILYQWRQRRKLEQAQ.... Result: 1 (interaction).